Dataset: Reaction yield outcomes from USPTO patents with 853,638 reactions. Task: Predict the reaction yield, written as a fraction of the theoretical maximum amount of product (1.0 means a 100% yield; for example, 0.34 means a 34% yield). The reactants are C1COCC1.[C:6]([NH:10][S:11]([C:14]1[S:15][C:16]([Cl:19])=[CH:17][CH:18]=1)(=[O:13])=[O:12])([CH3:9])([CH3:8])[CH3:7].C([Li])CCC.C1(S(N(S(C2C=CC=CC=2)(=O)=O)[F:35])(=O)=O)C=CC=CC=1. The catalyst is CCCCCC. The product is [C:6]([NH:10][S:11]([C:14]1[S:15][C:16]([Cl:19])=[CH:17][C:18]=1[F:35])(=[O:12])=[O:13])([CH3:9])([CH3:7])[CH3:8]. The yield is 1.00.